This data is from Catalyst prediction with 721,799 reactions and 888 catalyst types from USPTO. The task is: Predict which catalyst facilitates the given reaction. (1) Reactant: [CH:1]([C:3]1[CH:8]=[CH:7][C:6]([NH:9][C:10](=[O:12])[CH3:11])=[CH:5][CH:4]=1)=[O:2].FC(F)(F)C([O-])=O.[Tl+3].FC(F)(F)C([O-])=O.FC(F)(F)C([O-])=O.[I-:35].[Na+]. Product: [CH:1]([C:3]1[CH:4]=[CH:5][C:6]([NH:9][C:10](=[O:12])[CH3:11])=[C:7]([I:35])[CH:8]=1)=[O:2]. The catalyst class is: 574. (2) Reactant: [CH3:1][C:2]1[CH:7]=[CH:6][CH:5]=[C:4]([CH3:8])[N:3]=1.C([Li])CCC.CON(C)[C:17]([C:19]1[CH:27]=[CH:26][C:22]2[O:23][CH2:24][O:25][C:21]=2[CH:20]=1)=[O:18]. Product: [O:23]1[C:22]2[CH:26]=[CH:27][C:19]([C:17](=[O:18])[CH2:1][C:2]3[CH:7]=[CH:6][CH:5]=[C:4]([CH3:8])[N:3]=3)=[CH:20][C:21]=2[O:25][CH2:24]1. The catalyst class is: 7. (3) Product: [CH3:1][O:2][C:3](=[O:31])[CH2:4][N:5]1[CH2:11][C:10]([CH2:12][NH:39][CH2:32][C:33]2[CH:38]=[CH:37][CH:36]=[CH:35][CH:34]=2)=[CH:9][CH2:8][CH:7]([NH:17][C:18]([C:20]2[C:29]3[C:24](=[CH:25][CH:26]=[CH:27][CH:28]=3)[CH:23]=[CH:22][N:21]=2)=[O:19])[C:6]1=[O:30]. The catalyst class is: 2. Reactant: [CH3:1][O:2][C:3](=[O:31])[CH2:4][N:5]1[CH2:11][C:10]([CH2:12]S(C)(=O)=O)=[CH:9][CH2:8][CH:7]([NH:17][C:18]([C:20]2[C:29]3[C:24](=[CH:25][CH:26]=[CH:27][CH:28]=3)[CH:23]=[CH:22][N:21]=2)=[O:19])[C:6]1=[O:30].[CH2:32]([NH2:39])[C:33]1[CH:38]=[CH:37][CH:36]=[CH:35][CH:34]=1.FC(F)(F)C([O-])=O. (4) Reactant: [CH3:1][O:2][C:3]1[CH:4]=[C:5]([N:12]2[CH2:17][CH2:16][NH:15][CH2:14][CH2:13]2)[CH:6]=[CH:7][C:8]=1[N+:9]([O-:11])=[O:10].I[CH2:19][CH2:20][CH3:21].C([O-])(O)=O.[Na+]. Product: [CH3:1][O:2][C:3]1[CH:4]=[C:5]([N:12]2[CH2:17][CH2:16][N:15]([CH2:19][CH2:20][CH3:21])[CH2:14][CH2:13]2)[CH:6]=[CH:7][C:8]=1[N+:9]([O-:11])=[O:10]. The catalyst class is: 10.